Dataset: Reaction yield outcomes from USPTO patents with 853,638 reactions. Task: Predict the reaction yield, written as a fraction of the theoretical maximum amount of product (1.0 means a 100% yield; for example, 0.34 means a 34% yield). (1) The reactants are [CH2:1]([C:3]([C:13]1[C:21]2[C:16](=[C:17]([NH2:22])[CH:18]=[CH:19][CH:20]=2)[NH:15][CH:14]=1)([C:6]1[CH:11]=[CH:10][C:9]([F:12])=[CH:8][CH:7]=1)[CH2:4][CH3:5])[CH3:2].[CH2:23]([S:25](Cl)(=[O:27])=[O:26])[CH3:24].N1C=CC=CC=1.C(=O)(O)[O-].[Na+]. The catalyst is ClCCl.C(OCC)(=O)C. The product is [CH2:1]([C:3]([C:13]1[C:21]2[C:16](=[C:17]([NH:22][S:25]([CH2:23][CH3:24])(=[O:27])=[O:26])[CH:18]=[CH:19][CH:20]=2)[NH:15][CH:14]=1)([C:6]1[CH:7]=[CH:8][C:9]([F:12])=[CH:10][CH:11]=1)[CH2:4][CH3:5])[CH3:2]. The yield is 0.570. (2) The reactants are [Si:1]([O:8][C:9]1[CH:14]=[CH:13][C:12]([C:15]2[N:16]=[C:17]([C:22]3[S:32][C:25]4[C:26]5[S:31][CH:30]=[CH:29][C:27]=5[S:28][C:24]=4[CH:23]=3)[C:18]([NH2:21])=[N:19][CH:20]=2)=[CH:11][CH:10]=1)([C:4]([CH3:7])([CH3:6])[CH3:5])([CH3:3])[CH3:2].[Si:33]([O:40][C:41]1[CH:46]=[CH:45][C:44]([CH2:47][C:48](Cl)=[O:49])=[CH:43][CH:42]=1)([C:36]([CH3:39])([CH3:38])[CH3:37])([CH3:35])[CH3:34].O. The catalyst is CN(C)C1C=CN=CC=1.N1C=CC=CC=1. The product is [Si:33]([O:40][C:41]1[CH:42]=[CH:43][C:44]([CH2:47][C:48]([NH:21][C:18]2[C:17]([C:22]3[S:32][C:25]4[C:26]5[S:31][CH:30]=[CH:29][C:27]=5[S:28][C:24]=4[CH:23]=3)=[N:16][C:15]([C:12]3[CH:11]=[CH:10][C:9]([O:8][Si:1]([C:4]([CH3:6])([CH3:7])[CH3:5])([CH3:2])[CH3:3])=[CH:14][CH:13]=3)=[CH:20][N:19]=2)=[O:49])=[CH:45][CH:46]=1)([C:36]([CH3:39])([CH3:38])[CH3:37])([CH3:35])[CH3:34]. The yield is 0.209. (3) The reactants are [Br:1][C:2]1[CH:3]=[CH:4][C:5]2[O:6][CH2:7][C:8](=[O:28])[N:9]([CH2:12][CH2:13][N:14]3[CH2:19][CH2:18][CH:17]([NH:20]C(=O)OC(C)(C)C)[CH2:16][CH2:15]3)[C:10]=2[N:11]=1.NC1CCN(CCN2C3C(=CC=C(C#N)C=3)C=CC2=O)CC1. No catalyst specified. The product is [NH2:20][CH:17]1[CH2:18][CH2:19][N:14]([CH2:13][CH2:12][N:9]2[C:8](=[O:28])[CH2:7][O:6][C:5]3[CH:4]=[CH:3][C:2]([Br:1])=[N:11][C:10]2=3)[CH2:15][CH2:16]1. The yield is 1.00. (4) The reactants are C[O:2][C:3](=[O:25])[C:4]1[C:5](=[C:10]([NH:14][C:15]2[CH:24]=[CH:23][C:22]3[C:17](=[CH:18][CH:19]=[CH:20][CH:21]=3)[CH:16]=2)[CH:11]=[CH:12][CH:13]=1)[C:6]([O:8]C)=[O:7].[OH-].[Na+]. The catalyst is C(O)C. The product is [CH:16]1[C:17]2[C:22](=[CH:21][CH:20]=[CH:19][CH:18]=2)[CH:23]=[CH:24][C:15]=1[NH:14][C:10]1[CH:11]=[CH:12][CH:13]=[C:4]([C:3]([OH:25])=[O:2])[C:5]=1[C:6]([OH:8])=[O:7]. The yield is 0.930. (5) The reactants are [CH3:1][O:2][C:3]1[CH:4]=[CH:5][C:6]2[C:10]([O:11][C:12]3[CH:17]=[CH:16][C:15](/[CH:18]=[CH:19]/[C:20](O)=[O:21])=[CH:14][CH:13]=3)=[C:9]([C:23]3[CH:28]=[CH:27][C:26]([O:29][CH3:30])=[CH:25][CH:24]=3)[S:8][C:7]=2[CH:31]=1.C[N:33](C(ON1N=NC2C=CC=NC1=2)=[N+](C)C)C.F[P-](F)(F)(F)(F)F.CCN(C(C)C)C(C)C.[NH4+].[Cl-]. The catalyst is CN(C=O)C. The product is [CH3:1][O:2][C:3]1[CH:4]=[CH:5][C:6]2[C:10]([O:11][C:12]3[CH:17]=[CH:16][C:15](/[CH:18]=[CH:19]/[C:20]([NH2:33])=[O:21])=[CH:14][CH:13]=3)=[C:9]([C:23]3[CH:28]=[CH:27][C:26]([O:29][CH3:30])=[CH:25][CH:24]=3)[S:8][C:7]=2[CH:31]=1. The yield is 0.790. (6) The reactants are F[C:2](F)(F)C(O)=O.[NH:8]1[CH2:11][CH:10]([O:12][C:13]2[CH:18]=[CH:17][C:16]([N:19]3[CH:24]=[CH:23][C:22]4[CH:25]=[C:26]([C:28]5[CH:33]=[CH:32][C:31]([Cl:34])=[CH:30][CH:29]=5)[S:27][C:21]=4[C:20]3=[O:35])=[CH:15][C:14]=2[O:36][CH3:37])[CH2:9]1.CO.C=O.C([BH3-])#N.[Na+]. The catalyst is C(O)(=O)C. The product is [Cl:34][C:31]1[CH:30]=[CH:29][C:28]([C:26]2[S:27][C:21]3[C:20](=[O:35])[N:19]([C:16]4[CH:17]=[CH:18][C:13]([O:12][CH:10]5[CH2:9][N:8]([CH3:2])[CH2:11]5)=[C:14]([O:36][CH3:37])[CH:15]=4)[CH:24]=[CH:23][C:22]=3[CH:25]=2)=[CH:33][CH:32]=1. The yield is 0.610. (7) The reactants are [OH:1][CH:2]([C:4]1[C:5]2[CH:12]=[CH:11][CH:10]=[CH:9][C:6]=2[S:7][CH:8]=1)[CH3:3].C([Li])CCC.[C:18]([O:22][C:23]([N:25]1[CH2:30][CH2:29][C:28](=[O:31])[CH2:27][CH2:26]1)=[O:24])([CH3:21])([CH3:20])[CH3:19]. The catalyst is O1CCCC1.[Cl-].[Na+].O. The product is [OH:31][C:28]1([C:8]2[S:7][C:6]3[CH:9]=[CH:10][CH:11]=[CH:12][C:5]=3[C:4]=2[CH:2]([OH:1])[CH3:3])[CH2:27][CH2:26][N:25]([C:23]([O:22][C:18]([CH3:21])([CH3:20])[CH3:19])=[O:24])[CH2:30][CH2:29]1. The yield is 0.870. (8) The reactants are [CH2:1]([N:6]1[C:14]2[N:13]=[CH:12][NH:11][C:10]=2[C:9](=[O:15])[N:8]2[N:16]=[CH:17][N:18]=[C:7]12)[CH2:2][CH2:3][CH2:4][CH3:5].[Br:19]N1C(=O)CCC1=O. The catalyst is O1CCCC1. The product is [Br:19][C:12]1[NH:11][C:10]2[C:9](=[O:15])[N:8]3[N:16]=[CH:17][N:18]=[C:7]3[N:6]([CH2:1][CH2:2][CH2:3][CH2:4][CH3:5])[C:14]=2[N:13]=1. The yield is 0.124.